The task is: Regression. Given two drug SMILES strings and cell line genomic features, predict the synergy score measuring deviation from expected non-interaction effect.. This data is from NCI-60 drug combinations with 297,098 pairs across 59 cell lines. (1) Drug 1: CS(=O)(=O)C1=CC(=C(C=C1)C(=O)NC2=CC(=C(C=C2)Cl)C3=CC=CC=N3)Cl. Drug 2: CCC1=C2CN3C(=CC4=C(C3=O)COC(=O)C4(CC)O)C2=NC5=C1C=C(C=C5)O. Cell line: SNB-19. Synergy scores: CSS=44.8, Synergy_ZIP=6.38, Synergy_Bliss=5.79, Synergy_Loewe=-7.94, Synergy_HSA=5.58. (2) Drug 1: CC1=C(N=C(N=C1N)C(CC(=O)N)NCC(C(=O)N)N)C(=O)NC(C(C2=CN=CN2)OC3C(C(C(C(O3)CO)O)O)OC4C(C(C(C(O4)CO)O)OC(=O)N)O)C(=O)NC(C)C(C(C)C(=O)NC(C(C)O)C(=O)NCCC5=NC(=CS5)C6=NC(=CS6)C(=O)NCCC[S+](C)C)O. Drug 2: C1CCC(C(C1)N)N.C(=O)(C(=O)[O-])[O-].[Pt+4]. Cell line: OVCAR-5. Synergy scores: CSS=44.4, Synergy_ZIP=-4.93, Synergy_Bliss=-1.24, Synergy_Loewe=3.93, Synergy_HSA=5.73. (3) Drug 1: CC(C)(C#N)C1=CC(=CC(=C1)CN2C=NC=N2)C(C)(C)C#N. Drug 2: CCC1=C2CN3C(=CC4=C(C3=O)COC(=O)C4(CC)O)C2=NC5=C1C=C(C=C5)O. Cell line: OVCAR-5. Synergy scores: CSS=7.29, Synergy_ZIP=-3.41, Synergy_Bliss=-0.116, Synergy_Loewe=-24.5, Synergy_HSA=-14.7. (4) Synergy scores: CSS=19.8, Synergy_ZIP=-1.49, Synergy_Bliss=-1.07, Synergy_Loewe=-6.93, Synergy_HSA=1.20. Cell line: MCF7. Drug 1: CC12CCC3C(C1CCC2=O)CC(=C)C4=CC(=O)C=CC34C. Drug 2: CCC1(CC2CC(C3=C(CCN(C2)C1)C4=CC=CC=C4N3)(C5=C(C=C6C(=C5)C78CCN9C7C(C=CC9)(C(C(C8N6C)(C(=O)OC)O)OC(=O)C)CC)OC)C(=O)OC)O.OS(=O)(=O)O. (5) Drug 1: C1=C(C(=O)NC(=O)N1)N(CCCl)CCCl. Drug 2: CN(CCCl)CCCl.Cl. Cell line: LOX IMVI. Synergy scores: CSS=38.1, Synergy_ZIP=-7.51, Synergy_Bliss=-2.35, Synergy_Loewe=0.704, Synergy_HSA=1.27.